This data is from Retrosynthesis with 50K atom-mapped reactions and 10 reaction types from USPTO. The task is: Predict the reactants needed to synthesize the given product. (1) Given the product Cc1cc(NC(=O)COc2ccccc2)cc(C)c1S(=O)(=O)C[N+](=O)[O-], predict the reactants needed to synthesize it. The reactants are: Cc1cc(N)cc(C)c1S(=O)(=O)C[N+](=O)[O-].O=C(Cl)COc1ccccc1. (2) The reactants are: NCC(O)(CNC(=O)c1cnn(-c2ccc(F)cc2)c1N)C(F)(F)F.O=C(O)c1c(Cl)cccc1C(F)(F)F. Given the product Nc1c(C(=O)NCC(O)(CNC(=O)c2c(Cl)cccc2C(F)(F)F)C(F)(F)F)cnn1-c1ccc(F)cc1, predict the reactants needed to synthesize it. (3) Given the product CC(C)c1cc(Oc2c(Br)cc(CC(O)C(=O)O)cc2Br)cc(/C=C/c2ccccc2)c1O, predict the reactants needed to synthesize it. The reactants are: COC(=O)C(O)Cc1cc(Br)c(Oc2cc(/C=C/c3ccccc3)c(O)c(C(C)C)c2)c(Br)c1. (4) Given the product CC(=O)OCCCn1cnc2ccccc21, predict the reactants needed to synthesize it. The reactants are: CC(=O)OCCCBr.c1ccc2[nH]cnc2c1. (5) Given the product N#Cc1cc(C(=O)O)cc(C(F)(F)F)c1, predict the reactants needed to synthesize it. The reactants are: O=C(O)c1cc(Br)cc(C(F)(F)F)c1.[C-]#N. (6) Given the product Cc1ccc(S(=O)(=O)OCCCc2c[nH]c3ccccc23)cc1, predict the reactants needed to synthesize it. The reactants are: Cc1ccc(S(=O)(=O)Cl)cc1.OCCCc1c[nH]c2ccccc12. (7) Given the product CC(=O)NC1CCNC1, predict the reactants needed to synthesize it. The reactants are: CC(=O)NC1CCN(Cc2ccccc2)C1. (8) Given the product O=C(NS(=O)(=O)c1ccccc1)c1cccc(C2=C(c3cc(Cl)ccc3OCc3ccc(F)cc3F)CCC2)n1, predict the reactants needed to synthesize it. The reactants are: NS(=O)(=O)c1ccccc1.O=C(O)c1cccc(C2=C(c3cc(Cl)ccc3OCc3ccc(F)cc3F)CCC2)n1. (9) The reactants are: CC(=O)O.CCCc1c2nc(C(=O)OCC)cc(NC)c2cc2c(=O)cc(C(=O)OCC)oc12. Given the product CCCc1c2nc(C(=O)OCC)cc(N(C)C(C)=O)c2cc2c(=O)cc(C(=O)OCC)oc12, predict the reactants needed to synthesize it.